This data is from Full USPTO retrosynthesis dataset with 1.9M reactions from patents (1976-2016). The task is: Predict the reactants needed to synthesize the given product. Given the product [CH3:26][O:27][C:28]1[CH:29]=[C:30]([S:36]([NH:1][C:2]2[CH:3]=[CH:4][C:5]([C:8]3[CH:16]=[C:15]4[C:11]([CH2:12][N:13]([C@@H:18]([CH:23]([CH3:25])[CH3:24])[C:19]([O:21][CH3:22])=[O:20])[C:14]4=[O:17])=[CH:10][CH:9]=3)=[CH:6][CH:7]=2)(=[O:37])=[O:38])[CH:31]=[CH:32][C:33]=1[O:34][CH3:35], predict the reactants needed to synthesize it. The reactants are: [NH2:1][C:2]1[CH:7]=[CH:6][C:5]([C:8]2[CH:16]=[C:15]3[C:11]([CH2:12][N:13]([C@@H:18]([CH:23]([CH3:25])[CH3:24])[C:19]([O:21][CH3:22])=[O:20])[C:14]3=[O:17])=[CH:10][CH:9]=2)=[CH:4][CH:3]=1.[CH3:26][O:27][C:28]1[CH:29]=[C:30]([S:36](Cl)(=[O:38])=[O:37])[CH:31]=[CH:32][C:33]=1[O:34][CH3:35].